From a dataset of Forward reaction prediction with 1.9M reactions from USPTO patents (1976-2016). Predict the product of the given reaction. (1) Given the reactants [CH:1]1[C:6]([CH2:7][CH2:8][C:9]2[C:13]3[C:14]([N:16]=[C:17]([NH2:19])[NH:18][C:12]=3[NH:11][CH:10]=2)=[O:15])=[CH:5][CH:4]=[C:3]([C:20]([NH:22][C@H:23]([C:29]([O-:31])=[O:30])[CH2:24][CH2:25][C:26]([O-:28])=[O:27])=[O:21])[CH:2]=1.O.O.O.O.O.O.O.[Na+:39].[Na+], predict the reaction product. The product is: [CH:5]1[C:6]([CH2:7][CH2:8][C:9]2[C:13]3[C:14]([NH:16][C:17]([NH2:19])=[N:18][C:12]=3[NH:11][CH:10]=2)=[O:15])=[CH:1][CH:2]=[C:3]([C:20]([NH:22][C@@H:23]([C:29]([O-:31])=[O:30])[CH2:24][CH2:25][C:26]([O-:28])=[O:27])=[O:21])[CH:4]=1.[Na+:39].[Na+:39]. (2) Given the reactants [NH2:1][C:2]1[CH:3]=[CH:4][C:5]([O:24][CH2:25][CH3:26])=[C:6]([C:8]2[NH:13][C:12](=[O:14])[C:11]3=[C:15]([CH3:23])[N:16]=[C:17]([CH:18]4[CH2:22][CH2:21][CH2:20][CH2:19]4)[N:10]3[N:9]=2)[CH:7]=1.[CH2:27]([O:31][C:32]1[CH:37]=[CH:36][C:35]([S:38](Cl)(=[O:40])=[O:39])=[CH:34][CH:33]=1)[CH2:28][CH2:29][CH3:30].N1C=CC=CC=1, predict the reaction product. The product is: [CH2:27]([O:31][C:32]1[CH:37]=[CH:36][C:35]([S:38]([NH:1][C:2]2[CH:3]=[CH:4][C:5]([O:24][CH2:25][CH3:26])=[C:6]([C:8]3[NH:13][C:12](=[O:14])[C:11]4=[C:15]([CH3:23])[N:16]=[C:17]([CH:18]5[CH2:22][CH2:21][CH2:20][CH2:19]5)[N:10]4[N:9]=3)[CH:7]=2)(=[O:40])=[O:39])=[CH:34][CH:33]=1)[CH2:28][CH2:29][CH3:30]. (3) Given the reactants [ClH:1].[CH3:2][C:3]([CH3:16])([NH2:15])[CH2:4][C:5]1[CH:6]=[C:7]2[C:12](=[CH:13][CH:14]=1)[CH:11]=[CH:10][CH:9]=[CH:8]2, predict the reaction product. The product is: [ClH:1].[CH3:2][C:3]([CH3:16])([NH2:15])[CH2:4][C:5]1[CH:6]=[C:7]2[C:12](=[CH:13][CH:14]=1)[CH2:11][CH2:10][CH2:9][CH2:8]2. (4) Given the reactants [ClH:1].[Br:2][C:3]1[CH:8]=[CH:7][C:6]([NH:9]N)=[CH:5][CH:4]=1.[C:11]([C:15]1[CH:16]=[N:17][CH:18]=[CH:19][CH:20]=1)(=O)[CH2:12][CH3:13].Cl, predict the reaction product. The product is: [ClH:1].[Br:2][C:3]1[CH:8]=[C:7]2[C:6](=[CH:5][CH:4]=1)[NH:9][C:11]([C:15]1[CH:16]=[N:17][CH:18]=[CH:19][CH:20]=1)=[C:12]2[CH3:13]. (5) Given the reactants [F:1][C:2]1[CH:9]=[C:8]([C:10]2[CH:11]=[N:12][C:13]([N:16]3[CH2:21][CH2:20][O:19][C@H:18]([CH2:22][N:23]4[C:27]5=[N:28][C:29]([C:32]6[CH:33]=[N:34][N:35]([CH3:37])[CH:36]=6)=[CH:30][N:31]=[C:26]5[N:25]=[N:24]4)[CH2:17]3)=[N:14][CH:15]=2)[CH:7]=[CH:6][C:3]=1[CH:4]=O.CC(O)=O.[CH3:42][N:43]1[CH2:48][CH2:47][NH:46][CH2:45][CH2:44]1.C([O-])([O-])=O.[K+].[K+], predict the reaction product. The product is: [F:1][C:2]1[CH:9]=[C:8]([C:10]2[CH:11]=[N:12][C:13]([N:16]3[CH2:21][CH2:20][O:19][C@H:18]([CH2:22][N:23]4[C:27]5=[N:28][C:29]([C:32]6[CH:33]=[N:34][N:35]([CH3:37])[CH:36]=6)=[CH:30][N:31]=[C:26]5[N:25]=[N:24]4)[CH2:17]3)=[N:14][CH:15]=2)[CH:7]=[CH:6][C:3]=1[CH2:4][N:46]1[CH2:47][CH2:48][N:43]([CH3:42])[CH2:44][CH2:45]1.